From a dataset of Forward reaction prediction with 1.9M reactions from USPTO patents (1976-2016). Predict the product of the given reaction. Given the reactants [OH:1][NH:2][C:3](=[NH:6])[CH2:4][CH3:5].[H-].[Na+].[Cl:9][C:10]1[CH:34]=[C:33]([N:35]2[CH2:39][CH2:38][CH2:37][CH2:36]2)[CH:32]=[CH:31][C:11]=1[C:12]([N:14]1[C:20]2[CH:21]=[CH:22][CH:23]=[CH:24][C:19]=2[CH2:18][N:17]([CH2:25][C:26](OC)=O)[C:16](=[O:30])[CH2:15]1)=[O:13], predict the reaction product. The product is: [Cl:9][C:10]1[CH:34]=[C:33]([N:35]2[CH2:39][CH2:38][CH2:37][CH2:36]2)[CH:32]=[CH:31][C:11]=1[C:12]([N:14]1[C:20]2[CH:21]=[CH:22][CH:23]=[CH:24][C:19]=2[CH2:18][N:17]([CH2:25][C:26]2[O:1][N:2]=[C:3]([CH2:4][CH3:5])[N:6]=2)[C:16](=[O:30])[CH2:15]1)=[O:13].